This data is from Reaction yield outcomes from USPTO patents with 853,638 reactions. The task is: Predict the reaction yield, written as a fraction of the theoretical maximum amount of product (1.0 means a 100% yield; for example, 0.34 means a 34% yield). The reactants are [NH2:1][CH2:2][C:3]1[C:4]([NH:12][C:13]2[C:18]([F:19])=[CH:17][CH:16]=[CH:15][C:14]=2[F:20])=[N:5][C:6]([S:10][CH3:11])=[N:7][C:8]=1[Cl:9].[C:21](C1NC=CN=1)(C1NC=CN=1)=[O:22]. The product is [Cl:9][C:8]1[N:7]=[C:6]([S:10][CH3:11])[N:5]=[C:4]2[N:12]([C:13]3[C:14]([F:20])=[CH:15][CH:16]=[CH:17][C:18]=3[F:19])[C:21](=[O:22])[NH:1][CH2:2][C:3]=12. The catalyst is C(Cl)Cl. The yield is 0.810.